Task: Predict the reaction yield, written as a fraction of the theoretical maximum amount of product (1.0 means a 100% yield; for example, 0.34 means a 34% yield).. Dataset: Reaction yield outcomes from USPTO patents with 853,638 reactions The reactants are C([O:3][C:4](=[O:32])/[CH:5]=[CH:6]/[C:7]1[CH:26]=[CH:25][C:24]([O:27][CH2:28][CH2:29][O:30][CH3:31])=[CH:23][C:8]=1[O:9][CH:10]1[CH2:15][CH2:14][N:13]([C:16]([O:18][C:19]([CH3:22])([CH3:21])[CH3:20])=[O:17])[CH2:12][CH2:11]1)C.[OH-].[Na+]. The catalyst is O1CCCC1.C(O)C. The product is [C:19]([O:18][C:16]([N:13]1[CH2:14][CH2:15][CH:10]([O:9][C:8]2[CH:23]=[C:24]([O:27][CH2:28][CH2:29][O:30][CH3:31])[CH:25]=[CH:26][C:7]=2/[CH:6]=[CH:5]/[C:4]([OH:32])=[O:3])[CH2:11][CH2:12]1)=[O:17])([CH3:22])([CH3:20])[CH3:21]. The yield is 0.950.